This data is from NCI-60 drug combinations with 297,098 pairs across 59 cell lines. The task is: Regression. Given two drug SMILES strings and cell line genomic features, predict the synergy score measuring deviation from expected non-interaction effect. Drug 1: CC1CCC2CC(C(=CC=CC=CC(CC(C(=O)C(C(C(=CC(C(=O)CC(OC(=O)C3CCCCN3C(=O)C(=O)C1(O2)O)C(C)CC4CCC(C(C4)OC)OCCO)C)C)O)OC)C)C)C)OC. Drug 2: CN1C2=C(C=C(C=C2)N(CCCl)CCCl)N=C1CCCC(=O)O.Cl. Cell line: HCT-15. Synergy scores: CSS=10.3, Synergy_ZIP=1.13, Synergy_Bliss=5.69, Synergy_Loewe=-11.3, Synergy_HSA=2.15.